Dataset: Full USPTO retrosynthesis dataset with 1.9M reactions from patents (1976-2016). Task: Predict the reactants needed to synthesize the given product. Given the product [CH2:1]1[C:9]2[C:4](=[CH:5][CH:6]=[C:7]([C:10](=[O:12])[CH3:11])[CH:8]=2)[CH2:3][CH2:2]1, predict the reactants needed to synthesize it. The reactants are: [CH2:1]1[C:9]2[C:4](=[CH:5][CH:6]=[CH:7][CH:8]=2)[CH2:3][CH2:2]1.[C:10](OC(=O)C)(=[O:12])[CH3:11].[Al+3].[Cl-].[Cl-].[Cl-].